From a dataset of Forward reaction prediction with 1.9M reactions from USPTO patents (1976-2016). Predict the product of the given reaction. (1) Given the reactants [O:1]=[S:2]1(=[O:20])[CH2:6][CH2:5][CH2:4][N:3]1[C:7]1[CH:15]=[CH:14][C:10]([C:11]([OH:13])=O)=[C:9]([S:16]([CH3:19])(=[O:18])=[O:17])[CH:8]=1.Cl.[CH:22]1([C:25]2[C:26]([N:34]3[CH2:39][CH2:38][NH:37][CH2:36][CH2:35]3)=[N:27][CH:28]=[C:29]([CH:31]3[CH2:33][CH2:32]3)[CH:30]=2)[CH2:24][CH2:23]1, predict the reaction product. The product is: [CH:22]1([C:25]2[C:26]([N:34]3[CH2:35][CH2:36][N:37]([C:11]([C:10]4[CH:14]=[CH:15][C:7]([N:3]5[CH2:4][CH2:5][CH2:6][S:2]5(=[O:1])=[O:20])=[CH:8][C:9]=4[S:16]([CH3:19])(=[O:18])=[O:17])=[O:13])[CH2:38][CH2:39]3)=[N:27][CH:28]=[C:29]([CH:31]3[CH2:33][CH2:32]3)[CH:30]=2)[CH2:23][CH2:24]1. (2) Given the reactants N[C:2]1[N:7]=[CH:6][C:5]([C:8]2[CH:9]=[N:10][C:11](O)=[C:12]([O:14][CH:15]([C:17]3[C:22]([Cl:23])=[CH:21][CH:20]=[C:19]([F:24])[C:18]=3[Cl:25])[CH3:16])[CH:13]=2)=[CH:4][CH:3]=1.C1(P(C2C=CC=CC=2)C2C=CC=CC=2)C=CC=CC=1.[N:46]1([CH2:52][CH2:53][OH:54])[CH2:51][CH2:50][O:49][CH2:48][CH2:47]1.CCOC(/[N:60]=N/C(OCC)=O)=O, predict the reaction product. The product is: [Cl:25][C:18]1[C:19]([F:24])=[CH:20][CH:21]=[C:22]([Cl:23])[C:17]=1[CH:15]([O:14][C:12]1[CH:13]=[C:8]([C:5]2[CH:6]=[N:7][C:2]([O:54][CH2:53][CH2:52][N:46]3[CH2:51][CH2:50][O:49][CH2:48][CH2:47]3)=[CH:3][CH:4]=2)[CH:9]=[N:10][C:11]=1[NH2:60])[CH3:16]. (3) Given the reactants [Cl:1][C:2]1[C:6]2[N:7]=[C:8]([C:12]3[CH:17]=[CH:16][N:15]=[CH:14][CH:13]=3)[N:9]=[C:10](Cl)[C:5]=2[S:4][CH:3]=1.C(OC(=O)[NH:24][C@H:25]([CH2:33][NH2:34])[CH2:26][C:27]1[CH:32]=[CH:31][CH:30]=[CH:29][CH:28]=1)(C)(C)C.C(N(CC)CC)C, predict the reaction product. The product is: [Cl:1][C:2]1[C:6]2[N:7]=[C:8]([C:12]3[CH:17]=[CH:16][N:15]=[CH:14][CH:13]=3)[N:9]=[C:10]([NH:34][CH2:33][C@@H:25]([NH2:24])[CH2:26][C:27]3[CH:28]=[CH:29][CH:30]=[CH:31][CH:32]=3)[C:5]=2[S:4][CH:3]=1. (4) The product is: [F:1][C:2]1[CH:7]=[CH:6][C:5]([S:8]([N:11]([CH2:17][C:18]2[CH:27]=[CH:26][C:21]([C:22]([OH:24])=[O:23])=[CH:20][N:19]=2)[CH:12]([CH2:15][CH3:16])[CH2:13][CH3:14])(=[O:10])=[O:9])=[CH:4][CH:3]=1. Given the reactants [F:1][C:2]1[CH:7]=[CH:6][C:5]([S:8]([N:11]([CH2:17][C:18]2[CH:27]=[CH:26][C:21]([C:22]([O:24]C)=[O:23])=[CH:20][N:19]=2)[CH:12]([CH2:15][CH3:16])[CH2:13][CH3:14])(=[O:10])=[O:9])=[CH:4][CH:3]=1.[OH-].[K+].O.Cl, predict the reaction product. (5) Given the reactants Cl[C:2]1[N:7]=[CH:6][C:5]([C:8](=[O:10])[CH3:9])=[CH:4][CH:3]=1.[CH3:11][C:12]1[N:13]=[CH:14][NH:15][CH:16]=1.C([O-])([O-])=O.[K+].[K+], predict the reaction product. The product is: [CH3:11][C:12]1[N:13]=[CH:14][N:15]([C:2]2[N:7]=[CH:6][C:5]([C:8](=[O:10])[CH3:9])=[CH:4][CH:3]=2)[CH:16]=1. (6) Given the reactants C(O[C:5](=[O:16])[NH:6][C:7]1[CH:12]=[CH:11][C:10]([N+:13]([O-:15])=[O:14])=[CH:9][N:8]=1)(C)=C.C[N:18]1[CH2:22][CH2:21][CH2:20][CH2:19]1.N1CCCC1, predict the reaction product. The product is: [N+:13]([C:10]1[CH:11]=[CH:12][C:7]([NH:6][C:5]([N:18]2[CH2:22][CH2:21][CH2:20][CH2:19]2)=[O:16])=[N:8][CH:9]=1)([O-:15])=[O:14]. (7) Given the reactants [CH3:1][O:2][C:3]1[CH:16]=[CH:15][C:6]([CH2:7][N:8]2[C:12]([CH2:13]O)=[N:11][CH:10]=[N:9]2)=[CH:5][CH:4]=1.[CH2:17]([N:19](CC)CC)C.CS(Cl)(=O)=O, predict the reaction product. The product is: [CH3:1][O:2][C:3]1[CH:16]=[CH:15][C:6]([CH2:7][N:8]2[C:12]([CH2:13][NH:19][CH3:17])=[N:11][CH:10]=[N:9]2)=[CH:5][CH:4]=1. (8) The product is: [C:28]1([NH:6][C:7]([C:9]2[C:10](=[O:27])[N:11]([CH3:26])[C:12]3[C:17]([C:18]=2[O:19][P:20]([CH2:24][CH3:25])([CH2:22][CH3:23])=[O:21])=[CH:16][CH:15]=[CH:14][CH:13]=3)=[O:8])[CH:29]=[CH:30][CH:31]=[CH:32][CH:33]=1. Given the reactants COC1C=C(OC)C=CC=1C[N:6]([C:28]1[CH:33]=[CH:32][CH:31]=[CH:30][CH:29]=1)[C:7]([C:9]1[C:10](=[O:27])[N:11]([CH3:26])[C:12]2[C:17]([C:18]=1[O:19][P:20]([CH2:24][CH3:25])([CH2:22][CH3:23])=[O:21])=[CH:16][CH:15]=[CH:14][CH:13]=2)=[O:8].[N+]([O-])([O-])=O.[NH4+].[Ce].CC#N, predict the reaction product. (9) Given the reactants Br[CH2:2][C:3]([O:5][CH2:6][CH3:7])=[O:4].[I-].[K+].Cl.[F:11][C:12]1[C:17]([O:18][C:19]2[CH:24]=[CH:23][CH:22]=[CH:21][CH:20]=2)=[C:16]([F:25])[CH:15]=[CH:14][C:13]=1[CH:26]([NH2:29])[CH2:27][CH3:28].C(N(C(C)C)CC)(C)C, predict the reaction product. The product is: [CH2:6]([O:5][C:3](=[O:4])[CH2:2][NH:29][CH:26]([C:13]1[CH:14]=[CH:15][C:16]([F:25])=[C:17]([O:18][C:19]2[CH:20]=[CH:21][CH:22]=[CH:23][CH:24]=2)[C:12]=1[F:11])[CH2:27][CH3:28])[CH3:7]. (10) Given the reactants C(N(CC)CC)C.[Cl:8][C:9]1[C:14]2[C:15]([I:18])=[N:16][NH:17][C:13]=2[CH:12]=[C:11]([CH3:19])[N:10]=1.[C:20]1([C:26](Cl)([C:33]2[CH:38]=[CH:37][CH:36]=[CH:35][CH:34]=2)[C:27]2[CH:32]=[CH:31][CH:30]=[CH:29][CH:28]=2)[CH:25]=[CH:24][CH:23]=[CH:22][CH:21]=1.C(Cl)Cl, predict the reaction product. The product is: [Cl:8][C:9]1[C:14]2[C:15]([I:18])=[N:16][N:17]([C:26]([C:20]3[CH:25]=[CH:24][CH:23]=[CH:22][CH:21]=3)([C:33]3[CH:34]=[CH:35][CH:36]=[CH:37][CH:38]=3)[C:27]3[CH:28]=[CH:29][CH:30]=[CH:31][CH:32]=3)[C:13]=2[CH:12]=[C:11]([CH3:19])[N:10]=1.